Task: Predict the reactants needed to synthesize the given product.. Dataset: Full USPTO retrosynthesis dataset with 1.9M reactions from patents (1976-2016) Given the product [CH3:27][O:26][C:21]1[CH:22]=[CH:23][CH:24]=[CH:25][C:20]=1[O:19][CH2:18][CH2:17][CH2:16][CH2:15][O:14][C:11]1[CH:10]=[CH:9][C:8]([CH:7]2[CH2:6][CH2:5][N:4]([C:28]([O:30][C:31]([CH3:34])([CH3:33])[CH3:32])=[O:29])[CH2:3][CH:2]2[O:1][CH2:36][C:37]2[CH:46]=[C:45]3[C:40]([CH2:41][CH2:42][C:43](=[O:52])[N:44]3[CH2:47][CH2:48][CH2:49][O:50][CH3:51])=[CH:39][CH:38]=2)=[CH:13][CH:12]=1, predict the reactants needed to synthesize it. The reactants are: [OH:1][CH:2]1[CH:7]([C:8]2[CH:13]=[CH:12][C:11]([O:14][CH2:15][CH2:16][CH2:17][CH2:18][O:19][C:20]3[CH:25]=[CH:24][CH:23]=[CH:22][C:21]=3[O:26][CH3:27])=[CH:10][CH:9]=2)[CH2:6][CH2:5][N:4]([C:28]([O:30][C:31]([CH3:34])([CH3:33])[CH3:32])=[O:29])[CH2:3]1.Cl[CH2:36][C:37]1[CH:46]=[C:45]2[C:40]([CH2:41][CH2:42][C:43](=[O:52])[N:44]2[CH2:47][CH2:48][CH2:49][O:50][CH3:51])=[CH:39][CH:38]=1.